From a dataset of Catalyst prediction with 721,799 reactions and 888 catalyst types from USPTO. Predict which catalyst facilitates the given reaction. (1) Reactant: [O:1]=[C:2]([NH:8][C:9]1[CH:10]=[C:11]([CH3:15])[CH:12]=[CH:13][CH:14]=1)/[CH:3]=[CH:4]\[C:5]([OH:7])=O.CCN(CC)CC.ClC(OC)=O.[NH:28]1[CH2:33][CH2:32][CH2:31][CH2:30][CH2:29]1. Product: [O:7]=[C:5]([N:28]1[CH2:33][CH2:32][CH2:31][CH2:30][CH2:29]1)/[CH:4]=[CH:3]\[C:2]([NH:8][C:9]1[CH:10]=[C:11]([CH3:15])[CH:12]=[CH:13][CH:14]=1)=[O:1]. The catalyst class is: 1. (2) Reactant: [C:1]1([S:7]([N:10]2[C:18]3[C:13](=[CH:14][CH:15]=[C:16]([S:19]([NH:22][CH2:23][CH2:24][NH:25][C:26]([CH:28]4[CH2:33][CH2:32][N:31]([C:34]5[CH:39]=[CH:38][C:37](=[O:40])[N:36]([CH3:41])[N:35]=5)[CH2:30][CH2:29]4)=[O:27])(=[O:21])=[O:20])[CH:17]=3)[C:12]([Cl:42])=[CH:11]2)(=[O:9])=[O:8])[CH:6]=[CH:5][CH:4]=[CH:3][CH:2]=1.[CH2:43](Br)[CH:44]=[CH2:45].C(=O)([O-])[O-].[K+].[K+]. The catalyst class is: 245. Product: [CH2:45]([N:22]([S:19]([C:16]1[CH:17]=[C:18]2[C:13]([C:12]([Cl:42])=[CH:11][N:10]2[S:7]([C:1]2[CH:2]=[CH:3][CH:4]=[CH:5][CH:6]=2)(=[O:8])=[O:9])=[CH:14][CH:15]=1)(=[O:21])=[O:20])[CH2:23][CH2:24][NH:25][C:26]([CH:28]1[CH2:33][CH2:32][N:31]([C:34]2[CH:39]=[CH:38][C:37](=[O:40])[N:36]([CH3:41])[N:35]=2)[CH2:30][CH2:29]1)=[O:27])[CH:44]=[CH2:43]. (3) Reactant: C([Li])CCC.[CH2:6]([O:9][CH2:10][CH:11]1[CH2:20][CH2:19][C:14]2([O:18][CH2:17][CH2:16][O:15]2)[CH2:13][CH2:12]1)[C:7]#[CH:8].Cl[Si:22]([CH2:27][CH3:28])([CH2:25][CH3:26])[CH2:23][CH3:24].[Cl-].[NH4+]. Product: [O:18]1[C:14]2([CH2:19][CH2:20][CH:11]([CH2:10][O:9][CH2:6][C:7]#[C:8][Si:22]([CH2:27][CH3:28])([CH2:25][CH3:26])[CH2:23][CH3:24])[CH2:12][CH2:13]2)[O:15][CH2:16][CH2:17]1. The catalyst class is: 392.